Predict the reaction yield, written as a fraction of the theoretical maximum amount of product (1.0 means a 100% yield; for example, 0.34 means a 34% yield). From a dataset of Reaction yield outcomes from USPTO patents with 853,638 reactions. (1) The reactants are [N:1]([CH2:4][CH2:5][C:6]1=[CH:7][N:8]([C:23]([CH3:26])([CH3:25])[CH3:24])[S:9]/[C:10]/1=[N:11]\[C:12](=[O:22])[C:13]1[CH:18]=[C:17]([Cl:19])[CH:16]=[CH:15][C:14]=1[O:20][CH3:21])=[N+]=[N-]. The catalyst is CCO.[Pd]. The product is [NH2:1][CH2:4][CH2:5][C:6]1=[CH:7][N:8]([C:23]([CH3:26])([CH3:25])[CH3:24])[S:9]/[C:10]/1=[N:11]\[C:12](=[O:22])[C:13]1[CH:18]=[C:17]([Cl:19])[CH:16]=[CH:15][C:14]=1[O:20][CH3:21]. The yield is 0.910. (2) The reactants are [C:1]1([CH2:7][CH:8]=O)[CH:6]=[CH:5][CH:4]=[CH:3][CH:2]=1.C(OC([N:20]1[CH2:29][CH2:28][C:23]2([O:27][CH2:26][CH2:25][O:24]2)[CH:22]([CH2:30][CH:31]([CH3:41])[C:32]([NH:34][C:35]2[CH:40]=[CH:39][CH:38]=[CH:37][CH:36]=2)=[O:33])[CH2:21]1)=O)C1C=CC=CC=1. The catalyst is CO.[Pd]. The product is [CH2:8]([N:20]1[CH2:29][CH2:28][C:23]2([O:24][CH2:25][CH2:26][O:27]2)[CH:22]([CH2:30][CH:31]([CH3:41])[C:32]([NH:34][C:35]2[CH:36]=[CH:37][CH:38]=[CH:39][CH:40]=2)=[O:33])[CH2:21]1)[CH2:7][C:1]1[CH:2]=[CH:3][CH:4]=[CH:5][CH:6]=1. The yield is 0.920. (3) The reactants are [Br:1][C:2]1[CH:33]=[CH:32][C:31]([N+:34]([O-])=O)=[CH:30][C:3]=1[C:4]([N:6]1[CH2:11][CH2:10][N:9]([C:12](=[O:29])[CH2:13][NH:14][C:15]([C:17]2[CH:22]=[CH:21][C:20]([C:23]3[CH:28]=[CH:27][CH:26]=[CH:25][CH:24]=3)=[CH:19][CH:18]=2)=[O:16])[CH2:8][CH2:7]1)=[O:5]. The catalyst is CO.[Pd]. The product is [NH2:34][C:31]1[CH:32]=[CH:33][C:2]([Br:1])=[C:3]([CH:30]=1)[C:4]([N:6]1[CH2:11][CH2:10][N:9]([C:12](=[O:29])[CH2:13][NH:14][C:15]([C:17]2[CH:22]=[CH:21][C:20]([C:23]3[CH:24]=[CH:25][CH:26]=[CH:27][CH:28]=3)=[CH:19][CH:18]=2)=[O:16])[CH2:8][CH2:7]1)=[O:5]. The yield is 0.407. (4) The reactants are [Si]([O:8][CH:9]([C:26]1[S:27][CH:28]=[C:29]([C:31]([O:33][CH3:34])=[O:32])[N:30]=1)[CH2:10][O:11][C:12]1[CH:17]=[CH:16][C:15]([CH2:18][CH2:19][CH2:20][CH2:21][CH2:22][CH2:23][CH2:24][CH3:25])=[CH:14][CH:13]=1)(C(C)(C)C)(C)C.Cl. The catalyst is CO. The product is [OH:8][CH:9]([C:26]1[S:27][CH:28]=[C:29]([C:31]([O:33][CH3:34])=[O:32])[N:30]=1)[CH2:10][O:11][C:12]1[CH:13]=[CH:14][C:15]([CH2:18][CH2:19][CH2:20][CH2:21][CH2:22][CH2:23][CH2:24][CH3:25])=[CH:16][CH:17]=1. The yield is 0.950. (5) The reactants are N(C(C)=O)(CNC(C)=O)CNC(C)=O.C=O.O.[C:18]([OH:21])(=[O:20])[CH3:19].N(CC(O)=O)CC(O)=O.[C:31]([NH:34][CH2:35][C:36]([OH:38])=[O:37])(=[O:33])[CH3:32]. The catalyst is CC(C)=O. The product is [C:31]([N:34]([CH2:35][C:36]([OH:38])=[O:37])[CH2:19][C:18]([OH:21])=[O:20])(=[O:33])[CH3:32]. The yield is 0.950. (6) The reactants are Br[C:2]1[CH:23]=[CH:22][C:5]([C:6]([NH:8][S:9]([C:12]2[CH:17]=[CH:16][CH:15]=[CH:14][C:13]=2[S:18](=[O:21])(=[O:20])[NH2:19])(=[O:11])=[O:10])=[O:7])=[CH:4][C:3]=1[OH:24].[CH3:25][O:26][C:27]([CH3:31])([CH3:30])[C:28]#[CH:29]. No catalyst specified. The product is [OH:24][C:3]1[CH:4]=[C:5]([CH:22]=[CH:23][C:2]=1[C:29]#[C:28][C:27]([O:26][CH3:25])([CH3:31])[CH3:30])[C:6]([NH:8][S:9]([C:12]1[CH:17]=[CH:16][CH:15]=[CH:14][C:13]=1[S:18](=[O:21])(=[O:20])[NH2:19])(=[O:11])=[O:10])=[O:7]. The yield is 0.310.